The task is: Predict the reaction yield, written as a fraction of the theoretical maximum amount of product (1.0 means a 100% yield; for example, 0.34 means a 34% yield).. This data is from Reaction yield outcomes from USPTO patents with 853,638 reactions. (1) The reactants are [CH3:1][O:2][CH2:3][CH2:4][CH2:5][C:6]1[C:11]2[C:12]([CH3:18])=[C:13]([C:15](O)=[O:16])[O:14][C:10]=2[CH:9]=[CH:8][CH:7]=1.[H-].C([Al+]C(C)C)(C)C.CO.C(C(C(C([O-])=O)O)O)([O-])=O.[K+].[Na+]. The catalyst is O1CCCC1.C1(C)C=CC=CC=1. The product is [CH3:1][O:2][CH2:3][CH2:4][CH2:5][C:6]1[C:11]2[C:12]([CH3:18])=[C:13]([CH2:15][OH:16])[O:14][C:10]=2[CH:9]=[CH:8][CH:7]=1. The yield is 0.960. (2) The reactants are [NH2:1][C:2]1[N:7]=[CH:6][N:5]=[C:4]([N:8]2[C:12]3[CH:13]=[C:14]([C:17]#[C:18][C:19]4([OH:32])[CH2:22][CH:21]([C:23](C)(C)[O:24][SiH2]C(C)(C)C)[CH2:20]4)[CH:15]=[CH:16][C:11]=3[N:10]=[C:9]2[CH3:33])[N:3]=1.[F-].C([N+](CCCC)(CCCC)CCCC)CCC. The catalyst is O1CCCC1. The product is [NH2:1][C:2]1[N:7]=[CH:6][N:5]=[C:4]([N:8]2[C:12]3[CH:13]=[C:14]([C:17]#[C:18][C:19]4([OH:32])[CH2:22][CH:21]([CH2:23][OH:24])[CH2:20]4)[CH:15]=[CH:16][C:11]=3[N:10]=[C:9]2[CH3:33])[N:3]=1. The yield is 0.860. (3) The reactants are [Cl:1][C:2]1[N:7]=[C:6](Cl)[C:5]([Cl:9])=[CH:4][N:3]=1.[CH3:10][Mg]Br. The catalyst is O1CCCC1. The product is [Cl:1][C:2]1[N:7]=[C:6]([CH3:10])[C:5]([Cl:9])=[CH:4][N:3]=1. The yield is 0.450. (4) The reactants are Br[C:2]1[O:6][C:5]([C:7]2[N:11]([CH2:12][C:13]([O:15][CH2:16][CH3:17])=[O:14])[N:10]=[C:9]([C:18]([F:21])([F:20])[F:19])[CH:8]=2)=[CH:4][CH:3]=1.[CH3:22][S:23][C:24]1[CH:25]=[C:26](B(O)O)[CH:27]=[CH:28][CH:29]=1.C(=O)([O-])[O-].[Na+].[Na+]. The catalyst is CN(C=O)C.C1C=CC([P]([Pd]([P](C2C=CC=CC=2)(C2C=CC=CC=2)C2C=CC=CC=2)([P](C2C=CC=CC=2)(C2C=CC=CC=2)C2C=CC=CC=2)[P](C2C=CC=CC=2)(C2C=CC=CC=2)C2C=CC=CC=2)(C2C=CC=CC=2)C2C=CC=CC=2)=CC=1. The product is [CH3:22][S:23][C:24]1[CH:29]=[C:28]([C:2]2[O:6][C:5]([C:7]3[N:11]([CH2:12][C:13]([O:15][CH2:16][CH3:17])=[O:14])[N:10]=[C:9]([C:18]([F:21])([F:20])[F:19])[CH:8]=3)=[CH:4][CH:3]=2)[CH:27]=[CH:26][CH:25]=1. The yield is 0.710. (5) The reactants are [C:1]1([N:7]2[C:12](=O)C3SC=C(C4C=CC=CC=4)C=3N=C2)[CH:6]=[CH:5][CH:4]=[CH:3][CH:2]=1.[NH2:23][C:24]1[C:28]([C:29]2[CH:30]=[C:31]([CH3:35])[CH:32]=[CH:33][CH:34]=2)=[CH:27][S:26][C:25]=1[C:36]([O:38]C)=O.C(OCC)(OCC)OCC.[Cl:50]C1C=CC(N)=CC=1. The catalyst is C(O)(=O)C. The product is [Cl:50][C:4]1[CH:5]=[CH:6][C:1]([N:7]2[C:36](=[O:38])[C:25]3[S:26][CH:27]=[C:28]([C:29]4[CH:30]=[C:31]([CH3:35])[CH:32]=[CH:33][CH:34]=4)[C:24]=3[N:23]=[CH:12]2)=[CH:2][CH:3]=1. The yield is 0.721. (6) The reactants are Br[C:2]1[CH:3]=[C:4]([CH:7]([O:11][CH2:12][CH3:13])[O:8][CH2:9][CH3:10])[S:5][CH:6]=1.C[CH2:15][O:16]CC.C([Li])CCC.CN(C=O)C. The catalyst is CCCCCC. The product is [CH2:9]([O:8][CH:7]([O:11][CH2:12][CH3:13])[C:4]1[S:5][CH:6]=[C:2]([CH:15]=[O:16])[CH:3]=1)[CH3:10]. The yield is 0.420. (7) The reactants are [N+:1]([C:4]1[CH:12]=[CH:11][CH:10]=[C:9]2[C:5]=1[CH2:6][CH2:7][C:8]2=O)([O-:3])=[O:2].Cl.[O:15]([NH2:17])[CH3:16].C(N(CC)CC)C.CCOCC. The catalyst is CO. The product is [CH3:16][O:15][N:17]=[C:8]1[C:9]2[C:5](=[C:4]([N+:1]([O-:3])=[O:2])[CH:12]=[CH:11][CH:10]=2)[CH2:6][CH2:7]1. The yield is 0.970. (8) The product is [OH:18][C:17]1[CH:19]=[C:20]([OH:21])[CH:22]=[CH:23][C:24]=1[C:1](=[O:27])[CH2:3][O:4][C:5]1[CH:15]=[CH:14][C:8]([C:9]([O:11][CH2:12][CH3:13])=[O:10])=[CH:7][CH:6]=1. The reactants are [C:1]([CH2:3][O:4][C:5]1[CH:15]=[CH:14][C:8]([C:9]([O:11][CH2:12][CH3:13])=[O:10])=[CH:7][CH:6]=1)#N.Cl.[C:17]1([CH:24]=[CH:23][CH:22]=[C:20]([OH:21])[CH:19]=1)[OH:18].CC[O:27]CC. The yield is 0.140. The catalyst is C1(C)C=CC=CC=1.[Cl-].[Zn+2].[Cl-].